This data is from Reaction yield outcomes from USPTO patents with 853,638 reactions. The task is: Predict the reaction yield, written as a fraction of the theoretical maximum amount of product (1.0 means a 100% yield; for example, 0.34 means a 34% yield). (1) The reactants are Cl[C:2]1[N:7]=[C:6]([NH:8][CH:9]2[CH2:14][CH2:13][N:12]([C:15]3[CH:22]=[CH:21][C:18]([C:19]#[N:20])=[CH:17][N:16]=3)[CH2:11][CH2:10]2)[C:5]([Cl:23])=[CH:4][N:3]=1.[CH3:24][N:25]1[CH:29]=[C:28]([NH2:30])[CH:27]=[N:26]1.Cl. The catalyst is C(O)(C)C. The product is [Cl:23][C:5]1[C:6]([NH:8][CH:9]2[CH2:14][CH2:13][N:12]([C:15]3[CH:22]=[CH:21][C:18]([C:19]#[N:20])=[CH:17][N:16]=3)[CH2:11][CH2:10]2)=[N:7][C:2]([NH:30][C:28]2[CH:27]=[N:26][N:25]([CH3:24])[CH:29]=2)=[N:3][CH:4]=1. The yield is 0.638. (2) The catalyst is CCOC(C)=O.[Cl-].[Cl-].[Zn+2].[BH3-]C#N.[Na+].[Cl-].[Cl-].[Zn+2].CO.C1COCC1. The product is [CH2:20]([O:19][C:15]1[CH:14]=[C:13]([CH:18]=[CH:17][CH:16]=1)[O:12][CH2:11][C:10]([NH:9][C:3]1[CH:4]=[CH:5][C:6]([OH:8])=[CH:7][C:2]=1[NH:1][CH2:23][CH:24]([CH3:26])[CH3:25])=[O:22])[CH3:21]. The reactants are [NH2:1][C:2]1[CH:7]=[C:6]([OH:8])[CH:5]=[CH:4][C:3]=1[NH:9][C:10](=[O:22])[CH2:11][O:12][C:13]1[CH:18]=[CH:17][CH:16]=[C:15]([O:19][CH2:20][CH3:21])[CH:14]=1.[CH:23](=O)[CH:24]([CH3:26])[CH3:25].[BH3-]C#N.[Na+].NC1C=CC=CC=1. The yield is 0.850. (3) The reactants are [C:1]([C:5]1[CH:9]=[C:8]([NH:10][C:11]2[C:12]([C:17]([OH:19])=[O:18])=[N:13][CH:14]=[CH:15][CH:16]=2)[N:7]([C:20]2[C:25]([CH3:26])=[CH:24][CH:23]=[CH:22][C:21]=2[CH3:27])[N:6]=1)([CH3:4])([CH3:3])[CH3:2].C(O)(=O)C.[Cl:32]CCl.ClN1C(=O)CCC1=O.[OH-].[K+]. The catalyst is O. The product is [C:1]([C:5]1[C:9]([Cl:32])=[C:8]([NH:10][C:11]2[C:12]([C:17]([OH:19])=[O:18])=[N:13][CH:14]=[CH:15][CH:16]=2)[N:7]([C:20]2[C:25]([CH3:26])=[CH:24][CH:23]=[CH:22][C:21]=2[CH3:27])[N:6]=1)([CH3:4])([CH3:3])[CH3:2]. The yield is 0.760. (4) The reactants are [CH3:1][NH:2][C:3]1[CH:8]=[CH:7][C:6]([C:9]2[CH:14]=[CH:13][N:12]=[C:11]3[N:15]([S:19]([C:22]4[CH:27]=[CH:26][CH:25]=[CH:24][CH:23]=4)(=[O:21])=[O:20])[C:16]([CH3:18])=[CH:17][C:10]=23)=[CH:5][CH:4]=1.[CH3:28][S:29](Cl)(=[O:31])=[O:30].C(Cl)Cl.CCOC(C)=O.O. The catalyst is C1COCC1. The product is [CH3:1][N:2]([C:3]1[CH:4]=[CH:5][C:6]([C:9]2[CH:14]=[CH:13][N:12]=[C:11]3[N:15]([S:19]([C:22]4[CH:27]=[CH:26][CH:25]=[CH:24][CH:23]=4)(=[O:20])=[O:21])[C:16]([CH3:18])=[CH:17][C:10]=23)=[CH:7][CH:8]=1)[S:29]([CH3:28])(=[O:31])=[O:30]. The yield is 0.720. (5) The reactants are [CH:1]1([NH:4][C:5]([CH2:7][S:8]C(=O)C)=[O:6])[CH2:3][CH2:2]1.[CH3:12][OH:13].[CH3:14][O-:15].[Na+].Cl[C:18]1[N:25]=[C:24](SC)[C:23]([Cl:28])=[C:22]([CH3:29])[C:19]=1[C:20]#[N:21]. The catalyst is CCOC(C)=O.CCCCCC. The product is [CH:1]1([NH:4][C:5]([C:7]2[S:8][C:18]3=[N:25][C:24]([O:13][CH2:12][CH2:14][OH:15])=[C:23]([Cl:28])[C:22]([CH3:29])=[C:19]3[C:20]=2[NH2:21])=[O:6])[CH2:2][CH2:3]1. The yield is 0.570. (6) The reactants are [CH2:1]([O:3][C:4]([C@H:6]1[C@@H:11]([NH2:12])[C@H:10]2[CH2:13][C@@H:7]1[CH2:8][CH2:9]2)=[O:5])[CH3:2].[C:14]([O-:24])(=[O:23])[C@H:15]([C:17]1[CH:22]=[CH:21][CH:20]=[CH:19][CH:18]=1)[OH:16].O[C@@H](C1C=CC=CC=1)C(O)=O. The catalyst is C(OCC)(=O)C. The product is [OH:16][C@@H:15]([C:17]1[CH:22]=[CH:21][CH:20]=[CH:19][CH:18]=1)[C:14]([O-:24])=[O:23].[CH2:1]([O:3][C:4]([C@@H:6]1[C@@H:7]2[CH2:13][C@@H:10]([CH2:9][CH2:8]2)[C@@H:11]1[NH3+:12])=[O:5])[CH3:2]. The yield is 0.180. (7) The reactants are [CH2:1]([N:4]([CH3:20])[CH2:5][CH:6]=[CH:7][CH2:8][O:9][C:10]1[CH:11]=[C:12]2[C:17](=[CH:18][CH:19]=1)[NH:16][CH2:15][CH2:14][CH2:13]2)[CH:2]=[CH2:3].CCN(C(C)C)C(C)C.[Cl:30][C:31]1[CH:36]=[CH:35][C:34]([S:37](Cl)(=[O:39])=[O:38])=[CH:33][CH:32]=1. The catalyst is C(Cl)Cl. The product is [CH2:1]([N:4]([CH2:5][CH:6]=[CH:7][CH2:8][O:9][C:10]1[CH:11]=[C:12]2[C:17](=[CH:18][CH:19]=1)[N:16]([S:37]([C:34]1[CH:35]=[CH:36][C:31]([Cl:30])=[CH:32][CH:33]=1)(=[O:39])=[O:38])[CH2:15][CH2:14][CH2:13]2)[CH3:20])[CH:2]=[CH2:3]. The yield is 0.780.